From a dataset of Full USPTO retrosynthesis dataset with 1.9M reactions from patents (1976-2016). Predict the reactants needed to synthesize the given product. (1) Given the product [C:2]([C@@:4]1([CH:26]2[CH2:28][CH2:27]2)[CH2:8][CH2:7][N:6]([C:9]2[CH:14]=[CH:13][N:12]=[C:11]([NH:15][C:16]3[CH:20]=[C:19]([C:21]([NH:53][CH2:52][C:51]([F:55])([F:54])[F:50])=[O:22])[N:18]([CH3:24])[N:17]=3)[CH:10]=2)[C:5]1=[O:25])#[N:3], predict the reactants needed to synthesize it. The reactants are: Cl.[C:2]([C@@:4]1([CH:26]2[CH2:28][CH2:27]2)[CH2:8][CH2:7][N:6]([C:9]2[CH:14]=[CH:13][N:12]=[C:11]([NH:15][C:16]3[CH:20]=[C:19]([C:21](O)=[O:22])[N:18]([CH3:24])[N:17]=3)[CH:10]=2)[C:5]1=[O:25])#[N:3].C(N=C=NCCCN(C)C)C.ON1C2C=CC=CC=2N=N1.[F:50][C:51]([F:55])([F:54])[CH2:52][NH2:53].C(=O)([O-])O.[Na+]. (2) The reactants are: I[C:2]1[CH:7]=[C:6]([S:8][CH3:9])[N:5]=[C:4]([CH3:10])[N:3]=1.C([Mg]Cl)(C)C.Cl[Sn:17]([CH2:26][CH2:27][CH2:28][CH3:29])([CH2:22][CH2:23][CH2:24][CH3:25])[CH2:18][CH2:19][CH2:20][CH3:21]. Given the product [CH3:10][C:4]1[N:5]=[C:6]([S:8][CH3:9])[CH:7]=[C:2]([Sn:17]([CH2:22][CH2:23][CH2:24][CH3:25])([CH2:26][CH2:27][CH2:28][CH3:29])[CH2:18][CH2:19][CH2:20][CH3:21])[N:3]=1, predict the reactants needed to synthesize it. (3) Given the product [Cl:28][C:25]1[CH:26]=[CH:27][C:22]([NH:21][C:20]([CH2:19][N:7]2[C:6]([C:4]([OH:5])=[O:3])=[CH:10][C:9]([O:11][CH2:12][CH2:13][O:14][CH2:15][CH2:16][O:17][CH3:18])=[N:8]2)=[O:29])=[N:23][CH:24]=1, predict the reactants needed to synthesize it. The reactants are: C([O:3][C:4]([C:6]1[N:7]([CH2:19][C:20](=[O:29])[NH:21][C:22]2[CH:27]=[CH:26][C:25]([Cl:28])=[CH:24][N:23]=2)[N:8]=[C:9]([O:11][CH2:12][CH2:13][O:14][CH2:15][CH2:16][O:17][CH3:18])[CH:10]=1)=[O:5])C.[OH-].[K+].Cl. (4) The reactants are: CC1(C)C(C)(C)OB([C:9]2[CH:10]=[C:11]3[C:16](=[CH:17][CH:18]=2)[N:15]=[C:14]([NH2:19])[N:13]=[CH:12]3)O1.Cl[C:22]1[CH:23]=[C:24]([CH:26]=[CH:27][C:28]=1[O:29][CH3:30])[NH2:25].O.P([O-])([O-])([O-])=O.[K+].[K+].[K+].C1(P(C2CCCCC2)C2C=CC=CC=2C2C(OC)=CC=CC=2OC)CCCCC1. Given the product [NH2:25][C:24]1[CH:23]=[CH:22][C:28]([O:29][CH3:30])=[C:27]([C:9]2[CH:10]=[C:11]3[C:16](=[CH:17][CH:18]=2)[N:15]=[C:14]([NH2:19])[N:13]=[CH:12]3)[CH:26]=1, predict the reactants needed to synthesize it. (5) Given the product [CH3:1][O:2][C:3]1[CH:8]=[CH:7][C:6]([N:9]2[C:10]3[CH:15]=[CH:14][CH:13]=[CH:12][C:11]=3[N:16]=[C:17]2[C:19]2([CH3:22])[CH2:21][CH2:20]2)=[CH:5][CH:4]=1, predict the reactants needed to synthesize it. The reactants are: [CH3:1][O:2][C:3]1[CH:8]=[CH:7][C:6]([NH:9][C:10]2[CH:15]=[CH:14][CH:13]=[CH:12][C:11]=2[NH:16][C:17]([C:19]2([CH3:22])[CH2:21][CH2:20]2)=O)=[CH:5][CH:4]=1.Cl.O1CCOCC1.CO.